Dataset: TCR-epitope binding with 47,182 pairs between 192 epitopes and 23,139 TCRs. Task: Binary Classification. Given a T-cell receptor sequence (or CDR3 region) and an epitope sequence, predict whether binding occurs between them. (1) The epitope is TPINLVRDL. The TCR CDR3 sequence is CSVEGSSGGKYNEQFF. Result: 1 (the TCR binds to the epitope). (2) The epitope is RLRAEAQVK. The TCR CDR3 sequence is CASHGGGTEAFF. Result: 1 (the TCR binds to the epitope). (3) The epitope is KPLEFGATSAAL. The TCR CDR3 sequence is CASSHLGLAETQYF. Result: 1 (the TCR binds to the epitope). (4) The epitope is NLSALGIFST. The TCR CDR3 sequence is CASSLAGGYGYTF. Result: 1 (the TCR binds to the epitope). (5) The epitope is RLFRKSNLK. The TCR CDR3 sequence is CASSLGLVEQFF. Result: 0 (the TCR does not bind to the epitope). (6) Result: 1 (the TCR binds to the epitope). The TCR CDR3 sequence is CASSQGQVGDGYTF. The epitope is VTEHDTLLY.